This data is from Blood-brain barrier permeability classification from the B3DB database. The task is: Regression/Classification. Given a drug SMILES string, predict its absorption, distribution, metabolism, or excretion properties. Task type varies by dataset: regression for continuous measurements (e.g., permeability, clearance, half-life) or binary classification for categorical outcomes (e.g., BBB penetration, CYP inhibition). Dataset: b3db_classification. (1) The result is 0 (does not penetrate BBB). The compound is CCCCCON=O. (2) The drug is C[C@]12C[C@H](Cl)[C@@]3(Cl)C(CCC4=CC(=O)C=C[C@@]43C)C1CC[C@]2(O)C(=O)CO. The result is 1 (penetrates BBB). (3) The molecule is CN1CCC(OC(c2ccccc2)c2ccccc2)CC1. The result is 1 (penetrates BBB). (4) The molecule is CC(=O)OC1(C(C)=O)CCC2C3CC(C)C4=CC(=O)C=CC4(C)C3(F)C(O)CC21C. The result is 1 (penetrates BBB). (5) The molecule is Cc1ccc(O)c(Cn2c(NC3CCN(CCN)CC3)nc3c(C)cccc32)n1. The result is 1 (penetrates BBB). (6) The compound is COc1cc(CNC(=O)CCCC/C=C/C(C)C)ccc1O. The result is 0 (does not penetrate BBB).